This data is from TCR-epitope binding with 47,182 pairs between 192 epitopes and 23,139 TCRs. The task is: Binary Classification. Given a T-cell receptor sequence (or CDR3 region) and an epitope sequence, predict whether binding occurs between them. (1) Result: 1 (the TCR binds to the epitope). The epitope is RLRAEAQVK. The TCR CDR3 sequence is CAISDYAGYNEQFF. (2) The epitope is FVDGVPFVV. The TCR CDR3 sequence is CASTVSTGAYEQYF. Result: 0 (the TCR does not bind to the epitope). (3) The epitope is TVYDPLQPELDSFK. The TCR CDR3 sequence is CATSDRQGGETQYF. Result: 1 (the TCR binds to the epitope). (4) The epitope is IPRRNVATL. The TCR CDR3 sequence is CASSLVEGINYGYTF. Result: 0 (the TCR does not bind to the epitope).